Dataset: Reaction yield outcomes from USPTO patents with 853,638 reactions. Task: Predict the reaction yield, written as a fraction of the theoretical maximum amount of product (1.0 means a 100% yield; for example, 0.34 means a 34% yield). The reactants are [C:1]([C:3]1[C:4]([CH2:18][N:19]2[C:28](=[O:29])[C:27]3[C:22](=[CH:23][CH:24]=[CH:25][CH:26]=3)[N:21]=[CH:20]2)=[C:5]([C:14]([O:16]C)=[O:15])[S:6][C:7]=1[N:8]1[CH2:13][CH2:12][O:11][CH2:10][CH2:9]1)#[N:2].O.CO.[OH-].[Na+:34]. The catalyst is O1CCCC1.O.CO. The product is [Na+:34].[C:1]([C:3]1[C:4]([CH2:18][N:19]2[C:28](=[O:29])[C:27]3[C:22](=[CH:23][CH:24]=[CH:25][CH:26]=3)[N:21]=[CH:20]2)=[C:5]([C:14]([O-:16])=[O:15])[S:6][C:7]=1[N:8]1[CH2:13][CH2:12][O:11][CH2:10][CH2:9]1)#[N:2]. The yield is 0.922.